From a dataset of Forward reaction prediction with 1.9M reactions from USPTO patents (1976-2016). Predict the product of the given reaction. Given the reactants [Cl:1][C:2]1[C:7]([CH:8]=[O:9])=[CH:6][N:5]=[C:4]2[NH:10][CH:11]=[CH:12][C:3]=12.[H-].[Na+].Cl[CH2:16][O:17][CH2:18][CH2:19][Si:20]([CH3:23])([CH3:22])[CH3:21].[Cl-].[NH4+], predict the reaction product. The product is: [Cl:1][C:2]1[C:7]([CH:8]=[O:9])=[CH:6][N:5]=[C:4]2[N:10]([CH2:16][O:17][CH2:18][CH2:19][Si:20]([CH3:23])([CH3:22])[CH3:21])[CH:11]=[CH:12][C:3]=12.